From a dataset of Forward reaction prediction with 1.9M reactions from USPTO patents (1976-2016). Predict the product of the given reaction. Given the reactants [CH3:1][C:2]([CH3:36])([CH2:5][C@@:6]1([C:30]2[CH:35]=[CH:34][CH:33]=[CH:32][CH:31]=2)[O:11][C:10](=[O:12])[N:9]([C@H:13]([C:15]2[CH:20]=[CH:19][C:18](B3OC(C)(C)C(C)(C)O3)=[CH:17][CH:16]=2)[CH3:14])[CH2:8][CH2:7]1)[C:3]#[N:4].Br[C:38]1[CH:50]=[CH:49][C:41]([C:42]([NH:44][C:45]([CH3:48])([CH3:47])[CH3:46])=[O:43])=[CH:40][N:39]=1, predict the reaction product. The product is: [C:45]([NH:44][C:42](=[O:43])[C:41]1[CH:49]=[CH:50][C:38]([C:18]2[CH:17]=[CH:16][C:15]([C@@H:13]([N:9]3[CH2:8][CH2:7][C@:6]([CH2:5][C:2]([C:3]#[N:4])([CH3:36])[CH3:1])([C:30]4[CH:35]=[CH:34][CH:33]=[CH:32][CH:31]=4)[O:11][C:10]3=[O:12])[CH3:14])=[CH:20][CH:19]=2)=[N:39][CH:40]=1)([CH3:48])([CH3:47])[CH3:46].